This data is from Full USPTO retrosynthesis dataset with 1.9M reactions from patents (1976-2016). The task is: Predict the reactants needed to synthesize the given product. (1) Given the product [NH2:27][C@H:24]1[CH2:25][CH2:26][C@H:21]([CH:11]2[O:10][C:9]3[C:8]4[C:17](=[CH:18][CH:19]=[C:6]([O:5][CH3:4])[N:7]=4)[N:16]=[CH:15][C:14]=3[NH:13][C:12]2=[O:20])[CH2:22][CH2:23]1, predict the reactants needed to synthesize it. The reactants are: O.NN.[CH3:4][O:5][C:6]1[N:7]=[C:8]2[C:17](=[CH:18][CH:19]=1)[N:16]=[CH:15][C:14]1[NH:13][C:12](=[O:20])[CH:11]([C@H:21]3[CH2:26][CH2:25][C@H:24]([N:27]4C(=O)C5C(=CC=CC=5)C4=O)[CH2:23][CH2:22]3)[O:10][C:9]2=1. (2) Given the product [OH:33][C:32]1[C:31]([CH3:34])=[CH:30][C:27]([CH2:28][NH:1][C:2]2[NH:6][N:5]=[C:4]([NH:7][C:8]3[CH:13]=[CH:12][C:11]([N:14]4[CH2:19][CH2:18][CH:17]([CH3:20])[CH2:16][CH2:15]4)=[CH:10][CH:9]=3)[C:3]=2[C:21]([NH2:23])=[O:22])=[CH:26][C:25]=1[CH3:24], predict the reactants needed to synthesize it. The reactants are: [NH2:1][C:2]1[NH:6][N:5]=[C:4]([NH:7][C:8]2[CH:13]=[CH:12][C:11]([N:14]3[CH2:19][CH2:18][CH:17]([CH3:20])[CH2:16][CH2:15]3)=[CH:10][CH:9]=2)[C:3]=1[C:21]([NH2:23])=[O:22].[CH3:24][C:25]1[CH:26]=[C:27]([CH:30]=[C:31]([CH3:34])[C:32]=1[OH:33])[CH:28]=O.CN(C=O)C.[BH4-].[Na+]. (3) Given the product [NH:48]1[C:45]2=[N:46][CH:47]=[C:42]([C:9]3[CH:10]=[C:11]4[C:20]5([CH2:24][O:23][C:22]([NH2:25])=[N:21]5)[C:17]5([CH2:18][CH2:19]5)[CH2:16][O:15][C:12]4=[CH:13][CH:14]=3)[CH:43]=[C:44]2[CH:50]=[CH:49]1, predict the reactants needed to synthesize it. The reactants are: CC1(C)C(C)(C)OB([C:9]2[CH:10]=[C:11]3[C:20]4([CH2:24][O:23][C:22]([N:25](C(OC(C)(C)C)=O)C(OC(C)(C)C)=O)=[N:21]4)[C:17]4([CH2:19][CH2:18]4)[CH2:16][O:15][C:12]3=[CH:13][CH:14]=2)O1.Br[C:42]1[CH:43]=[C:44]2[CH:50]=[CH:49][NH:48][C:45]2=[N:46][CH:47]=1.C([O-])([O-])=O.[Na+].[Na+]. (4) Given the product [CH2:1]([O:3][C:4](=[O:13])[C:5]1[CH:10]=[C:9]([CH3:11])[CH:8]=[CH:7][C:6]=1[O:12][CH2:15][CH2:16][Cl:17])[CH3:2], predict the reactants needed to synthesize it. The reactants are: [CH2:1]([O:3][C:4](=[O:13])[C:5]1[CH:10]=[C:9]([CH3:11])[CH:8]=[CH:7][C:6]=1[OH:12])[CH3:2].Br[CH2:15][CH2:16][Cl:17].C(=O)([O-])[O-].[K+].[K+]. (5) The reactants are: [Cl:1][C:2]1[CH:3]=[C:4]2[C:12](=[C:13]([NH2:15])[CH:14]=1)[NH:11][C:10]1[CH:9]=[N:8][CH:7]=[CH:6][C:5]2=1.[CH3:16][N:17]([CH3:29])[CH2:18][CH2:19][N:20]1[C:24](=[O:25])[CH2:23][CH:22]([C:26](O)=[O:27])[CH2:21]1.C1C(NN)=NN=C(N(CCO)CCO)C=1.Cl.Cl.C([O-])(=O)C.[NH4+]. Given the product [Cl:1][C:2]1[CH:3]=[C:4]2[C:12](=[C:13]([NH:15][C:26]([CH:22]3[CH2:23][C:24](=[O:25])[N:20]([CH2:19][CH2:18][N:17]([CH3:29])[CH3:16])[CH2:21]3)=[O:27])[CH:14]=1)[NH:11][C:10]1[CH:9]=[N:8][CH:7]=[CH:6][C:5]2=1, predict the reactants needed to synthesize it. (6) Given the product [Cl:24][C:21]1[CH:20]=[CH:19][C:18]([NH:17][C:8]2[C:7]3[C:12](=[CH:13][C:14]([O:15][CH3:16])=[C:5]([OH:4])[CH:6]=3)[N:11]=[CH:10][N:9]=2)=[CH:23][CH:22]=1, predict the reactants needed to synthesize it. The reactants are: C([O:4][C:5]1[CH:6]=[C:7]2[C:12](=[CH:13][C:14]=1[O:15][CH3:16])[N:11]=[CH:10][N:9]=[C:8]2[NH:17][C:18]1[CH:23]=[CH:22][C:21]([Cl:24])=[CH:20][CH:19]=1)(=O)C.[NH4+].[OH-]. (7) Given the product [CH2:1]([O:7][C:8](=[O:9])[NH:10][C@H:11]1[C:12](=[O:14])[O:17][C@H:15]1[CH3:16])[CH2:2][CH2:3][CH2:4][CH2:5][CH3:6], predict the reactants needed to synthesize it. The reactants are: [CH2:1]([O:7][C:8]([NH:10][C@H:11]([C@@H:15]([OH:17])[CH3:16])[C:12]([OH:14])=O)=[O:9])[CH2:2][CH2:3][CH2:4][CH2:5][CH3:6].CCN(CC)CC.CN(C(ON1N=NC2C=CC=CC1=2)=[N+](C)C)C.[B-](F)(F)(F)F.